From a dataset of Forward reaction prediction with 1.9M reactions from USPTO patents (1976-2016). Predict the product of the given reaction. (1) Given the reactants [CH3:1][C:2]1[C:3]([C:22]([C:27]2[N:31](COCC[Si](C)(C)C)[C:30]3[CH:40]=[CH:41][C:42]([C:44]#[N:45])=[CH:43][C:29]=3[N:28]=2)([N:24]([CH3:26])[CH3:25])[CH3:23])=[C:4]2[C:8](=[C:9]([CH3:11])[CH:10]=1)[N:7](S(C1C=CC(C)=CC=1)(=O)=O)[CH:6]=[CH:5]2.CC1C(C(C2N(COCC[Si](C)(C)C)C3C=C(C#N)C=CC=3N=2)(N(C)C)C)=C2C(=C(C)C=1)N(S(C1C=CC(C)=CC=1)(=O)=O)C=C2, predict the reaction product. The product is: [CH3:1][C:2]1[C:3]([C:22]([C:27]2[NH:31][C:30]3[CH:40]=[CH:41][C:42]([C:44]#[N:45])=[CH:43][C:29]=3[N:28]=2)([N:24]([CH3:26])[CH3:25])[CH3:23])=[C:4]2[C:8](=[C:9]([CH3:11])[CH:10]=1)[NH:7][CH:6]=[CH:5]2. (2) Given the reactants CC(OC([NH:8][CH2:9][CH2:10][N:11]1[CH2:16][CH2:15][S:14](=[O:18])(=[O:17])[CH2:13][CH:12]1[C:19]([O:21]C)=O)=O)(C)C.FC(F)(F)C(O)=O, predict the reaction product. The product is: [CH2:13]1[CH:12]2[C:19](=[O:21])[NH:8][CH2:9][CH2:10][N:11]2[CH2:16][CH2:15][S:14]1(=[O:17])=[O:18]. (3) Given the reactants [NH2:1][C:2]1[N:7]=[CH:6][C:5]([N:8]2[CH2:13][CH2:12][N:11]([C:14]([O:16][C:17]([CH3:20])([CH3:19])[CH3:18])=[O:15])[CH2:10][C@H:9]2[CH3:21])=[CH:4][CH:3]=1.Br[C:23]1[C:24](=[O:31])[N:25]([CH3:30])[CH:26]=[C:27]([Br:29])[CH:28]=1.C(=O)([O-])[O-].[Cs+].[Cs+].CC1(C)C2C(=C(P(C3C=CC=CC=3)C3C=CC=CC=3)C=CC=2)OC2C(P(C3C=CC=CC=3)C3C=CC=CC=3)=CC=CC1=2, predict the reaction product. The product is: [C:17]([O:16][C:14]([N:11]1[CH2:12][CH2:13][N:8]([C:5]2[CH:6]=[N:7][C:2]([NH:1][C:23]3[C:24](=[O:31])[N:25]([CH3:30])[CH:26]=[C:27]([Br:29])[CH:28]=3)=[CH:3][CH:4]=2)[C@H:9]([CH3:21])[CH2:10]1)=[O:15])([CH3:20])([CH3:19])[CH3:18]. (4) Given the reactants C(N1CC1)([C:14]1[CH:19]=[CH:18][CH:17]=[CH:16]C=1)([C:18]1[CH:19]=[CH:14]C=[CH:16][CH:17]=1)[C:18]1[CH:19]=[CH:14]C=[CH:16][CH:17]=1.B(F)(F)F.CC[O:29][CH2:30][CH3:31].C(OC(=O)C)(=O)C.[CH3:39][CH2:40][CH:41](O)CC, predict the reaction product. The product is: [CH2:30]([O:29][CH2:16][CH2:17][CH2:18][CH2:19][CH3:14])[CH2:31][CH2:39][CH2:40][CH3:41]. (5) The product is: [C:1]([O:5][C:6]([N:8]1[CH2:13][CH2:12][CH:11]([NH:20][C:19]2[CH:21]=[CH:22][C:16]([F:15])=[CH:17][CH:18]=2)[CH2:10][CH2:9]1)=[O:7])([CH3:4])([CH3:3])[CH3:2]. Given the reactants [C:1]([O:5][C:6]([N:8]1[CH2:13][CH2:12][C:11](=O)[CH2:10][CH2:9]1)=[O:7])([CH3:4])([CH3:3])[CH3:2].[F:15][C:16]1[CH:22]=[CH:21][C:19]([NH2:20])=[CH:18][CH:17]=1, predict the reaction product. (6) Given the reactants [Cl:1][S:2]([C:5]1[CH:13]=[CH:12][C:8]([C:9](Cl)=[O:10])=[CH:7][CH:6]=1)(=[O:4])=[O:3].[F:14][C:15]1[CH:23]=[CH:22][C:18]([CH2:19][CH2:20][NH2:21])=[CH:17][CH:16]=1, predict the reaction product. The product is: [F:14][C:15]1[CH:23]=[CH:22][C:18]([CH2:19][CH2:20][NH:21][C:9]([C:8]2[CH:12]=[CH:13][C:5]([S:2]([Cl:1])(=[O:4])=[O:3])=[CH:6][CH:7]=2)=[O:10])=[CH:17][CH:16]=1. (7) Given the reactants [Br:1][C:2]1[CH:6]=[CH:5][S:4][C:3]=1[C:7]1[NH:11][CH:10]=[N:9][N:8]=1.II.[I:14](O)(=O)(=O)=O.C(O)(=O)C.O.S(=O)(=O)(O)O, predict the reaction product. The product is: [Br:1][C:2]1[CH:6]=[C:5]([I:14])[S:4][C:3]=1[C:7]1[NH:11][CH:10]=[N:9][N:8]=1.